This data is from Catalyst prediction with 721,799 reactions and 888 catalyst types from USPTO. The task is: Predict which catalyst facilitates the given reaction. (1) Reactant: O[C:2]([C:17]1[CH:29]=[CH:28][C:20]2[N:21]([CH2:25][O:26][CH3:27])[C:22](=[O:24])[S:23][C:19]=2[CH:18]=1)([C:4]1[N:8](COCC[Si](C)(C)C)[N:7]=[CH:6][CH:5]=1)[CH3:3].FC(F)(F)C(O)=O. Product: [CH3:27][O:26][CH2:25][N:21]1[C:20]2[CH:28]=[CH:29][C:17]([C:2]([C:4]3[NH:8][N:7]=[CH:6][CH:5]=3)=[CH2:3])=[CH:18][C:19]=2[S:23][C:22]1=[O:24]. The catalyst class is: 4. (2) The catalyst class is: 502. Reactant: C(O[C:6]([CH:8]1[N:13]([CH3:14])[CH2:12][C:11]2[S:15][C:16]([C:18]([N:20]3[CH2:25][CH2:24][N:23]([S:26]([C:29]4[NH:30][C:31]5[C:36]([CH:37]=4)=[CH:35][C:34]([Cl:38])=[CH:33][CH:32]=5)(=[O:28])=[O:27])[CH2:22][CH:21]3[C:39](=[O:42])[NH:40][CH3:41])=[O:19])=[N:17][C:10]=2[CH2:9]1)=O)(C)(C)C.C(OCC)C. Product: [ClH:38].[Cl:38][C:34]1[CH:35]=[C:36]2[C:31](=[CH:32][CH:33]=1)[NH:30][C:29]([S:26]([N:23]1[CH2:24][CH2:25][N:20]([C:18]([C:16]3[S:15][C:11]4[CH2:12][N:13]([CH3:14])[CH:8]([CH3:6])[CH2:9][C:10]=4[N:17]=3)=[O:19])[CH:21]([C:39](=[O:42])[NH:40][CH3:41])[CH2:22]1)(=[O:28])=[O:27])=[CH:37]2. (3) Reactant: [CH3:1][N:2]1[C:7]2[CH:8]=[CH:9][CH:10]=[CH:11][C:6]=2[C:5](=O)[O:4]C1=O.[CH3:14][NH2:15]. Product: [CH3:14][NH:15][C:5](=[O:4])[C:6]1[CH:11]=[CH:10][CH:9]=[CH:8][C:7]=1[NH:2][CH3:1]. The catalyst class is: 12. (4) Reactant: [C:1]([O:5][C:6](=[O:29])[C:7]([O:10]/[N:11]=[C:12](/[C:16]1[N:17]=[C:18]([NH:21][C:22]([O:24][C:25]([CH3:28])([CH3:27])[CH3:26])=[O:23])[S:19][CH:20]=1)\[C:13]([OH:15])=O)([CH3:9])[CH3:8])([CH3:4])([CH3:3])[CH3:2].[NH2:30][C@H:31]1[C@@H:34]([CH2:35][N:36]2[C:40]([CH3:41])=[N:39][CH:38]=[N:37]2)[NH:33][C:32]1=[O:42].CCN=C=NCCCN(C)C.Cl.N1C=CC=CC=1. Product: [C:25]([O:24][C:22]([NH:21][C:18]1[S:19][CH:20]=[C:16](/[C:12](=[N:11]/[O:10][C:7]([CH3:8])([CH3:9])[C:6]([O:5][C:1]([CH3:4])([CH3:2])[CH3:3])=[O:29])/[C:13]([NH:30][C@@H:31]2[C:32](=[O:42])[NH:33][C@@H:34]2[CH2:35][N:36]2[C:40]([CH3:41])=[N:39][CH:38]=[N:37]2)=[O:15])[N:17]=1)=[O:23])([CH3:26])([CH3:28])[CH3:27]. The catalyst class is: 3. (5) Reactant: [F:1][C:2]1[CH:3]=[C:4]([CH2:9][C@@H:10]([C:32]2[C:37]([C:38]3[CH:39]=[CH:40][C:41]([F:47])=[C:42]([CH:46]=3)[C:43]([NH2:45])=[O:44])=[CH:36][CH:35]=[CH:34][N:33]=2)[NH:11][C:12](=[O:31])[CH2:13][N:14]2[C:22]3[CH2:21][CH2:20][C:19]4(OCC[O:23]4)[CH2:18][C:17]=3[C:16]([C:27]([F:30])([F:29])[F:28])=[N:15]2)[CH:5]=[C:6]([F:8])[CH:7]=1. Product: [F:8][C:6]1[CH:5]=[C:4]([CH2:9][C@@H:10]([C:32]2[C:37]([C:38]3[CH:39]=[CH:40][C:41]([F:47])=[C:42]([CH:46]=3)[C:43]([NH2:45])=[O:44])=[CH:36][CH:35]=[CH:34][N:33]=2)[NH:11][C:12](=[O:31])[CH2:13][N:14]2[C:22]3[CH2:21][CH2:20][C:19](=[O:23])[CH2:18][C:17]=3[C:16]([C:27]([F:30])([F:28])[F:29])=[N:15]2)[CH:3]=[C:2]([F:1])[CH:7]=1. The catalyst class is: 157. (6) Product: [CH2:43]([NH:50][C:15]([C:11]1[S:10][C:9]([N:8]([CH3:18])[C:6](=[O:7])[O:5][C:1]([CH3:2])([CH3:3])[CH3:4])=[N:13][C:12]=1[CH3:14])=[O:17])[C:44]1[CH:49]=[CH:48][CH:47]=[CH:46][CH:45]=1. The catalyst class is: 112. Reactant: [C:1]([O:5][C:6]([N:8]([CH3:18])[C:9]1[S:10][C:11]([C:15]([OH:17])=O)=[C:12]([CH3:14])[N:13]=1)=[O:7])([CH3:4])([CH3:3])[CH3:2].F[P-](F)(F)(F)(F)F.C[N+](C)=C(N(C)C)ON1C2N=CC=CC=2N=N1.[CH2:43]([NH2:50])[C:44]1[CH:49]=[CH:48][CH:47]=[CH:46][CH:45]=1.C(N(CC)CC)C.C(=O)(O)[O-].[Na+]. (7) Reactant: C([NH:8][C@@H:9]1[CH2:14][CH2:13][C@H:12]([NH:15][C:16]2[N+:17]([O-])=[C:18]([CH3:25])[CH:19]=[C:20]([N:22]([CH3:24])[CH3:23])[CH:21]=2)[CH2:11][CH2:10]1)C1C=CC=CC=1. Product: [NH2:8][C@@H:9]1[CH2:10][CH2:11][C@H:12]([NH:15][C:16]2[CH:21]=[C:20]([N:22]([CH3:24])[CH3:23])[CH:19]=[C:18]([CH3:25])[N:17]=2)[CH2:13][CH2:14]1. The catalyst class is: 352.